From a dataset of Peptide-MHC class II binding affinity with 134,281 pairs from IEDB. Regression. Given a peptide amino acid sequence and an MHC pseudo amino acid sequence, predict their binding affinity value. This is MHC class II binding data. The peptide sequence is HSLGKWLGHKDKF. The MHC is H-2-IAs with pseudo-sequence H-2-IAs. The binding affinity (normalized) is 0.299.